This data is from Merck oncology drug combination screen with 23,052 pairs across 39 cell lines. The task is: Regression. Given two drug SMILES strings and cell line genomic features, predict the synergy score measuring deviation from expected non-interaction effect. (1) Drug 1: CCC1(O)CC2CN(CCc3c([nH]c4ccccc34)C(C(=O)OC)(c3cc4c(cc3OC)N(C)C3C(O)(C(=O)OC)C(OC(C)=O)C5(CC)C=CCN6CCC43C65)C2)C1. Drug 2: N#Cc1ccc(Cn2cncc2CN2CCN(c3cccc(Cl)c3)C(=O)C2)cc1. Cell line: LOVO. Synergy scores: synergy=13.1. (2) Drug 2: CNC(=O)c1cc(Oc2ccc(NC(=O)Nc3ccc(Cl)c(C(F)(F)F)c3)cc2)ccn1. Drug 1: CCc1c2c(nc3ccc(O)cc13)-c1cc3c(c(=O)n1C2)COC(=O)C3(O)CC. Cell line: MDAMB436. Synergy scores: synergy=-5.49. (3) Drug 1: Nc1ccn(C2OC(CO)C(O)C2(F)F)c(=O)n1. Drug 2: C#Cc1cccc(Nc2ncnc3cc(OCCOC)c(OCCOC)cc23)c1. Cell line: HCT116. Synergy scores: synergy=-3.28. (4) Drug 1: CC1CC2C3CCC4=CC(=O)C=CC4(C)C3(F)C(O)CC2(C)C1(O)C(=O)CO. Drug 2: C=CCn1c(=O)c2cnc(Nc3ccc(N4CCN(C)CC4)cc3)nc2n1-c1cccc(C(C)(C)O)n1. Cell line: ZR751. Synergy scores: synergy=17.6. (5) Drug 1: CN1C(=O)C=CC2(C)C3CCC4(C)C(NC(=O)OCC(F)(F)F)CCC4C3CCC12. Drug 2: CN(Cc1cnc2nc(N)nc(N)c2n1)c1ccc(C(=O)NC(CCC(=O)O)C(=O)O)cc1. Cell line: NCIH1650. Synergy scores: synergy=-3.88. (6) Drug 1: NC1(c2ccc(-c3nc4ccn5c(=O)[nH]nc5c4cc3-c3ccccc3)cc2)CCC1. Drug 2: Cn1c(=O)n(-c2ccc(C(C)(C)C#N)cc2)c2c3cc(-c4cnc5ccccc5c4)ccc3ncc21. Cell line: UWB1289BRCA1. Synergy scores: synergy=64.8.